From a dataset of Reaction yield outcomes from USPTO patents with 853,638 reactions. Predict the reaction yield, written as a fraction of the theoretical maximum amount of product (1.0 means a 100% yield; for example, 0.34 means a 34% yield). The reactants are [CH2:1]([O:8][CH2:9][C:10]([OH:12])=O)[C:2]1[CH:7]=[CH:6][CH:5]=[CH:4][CH:3]=1.Cl.C(N=C=NCCCN(C)C)C.ON1C2C=CC=CC=2N=N1.C(N(CC)CC)C.[NH2:42][CH:43]1[CH2:48][CH2:47][N:46]([CH2:49][C:50]2[CH:55]=[CH:54][CH:53]=[CH:52][CH:51]=2)[CH2:45][CH2:44]1. The catalyst is ClCCl. The product is [CH2:1]([O:8][CH2:9][C:10]([NH:42][CH:43]1[CH2:48][CH2:47][N:46]([CH2:49][C:50]2[CH:55]=[CH:54][CH:53]=[CH:52][CH:51]=2)[CH2:45][CH2:44]1)=[O:12])[C:2]1[CH:3]=[CH:4][CH:5]=[CH:6][CH:7]=1. The yield is 0.690.